Task: Predict the product of the given reaction.. Dataset: Forward reaction prediction with 1.9M reactions from USPTO patents (1976-2016) (1) Given the reactants Cl.[F:2][C:3]1[CH:4]=[C:5]2[C:12](=[CH:13][CH:14]=1)[C:8]([CH2:9][CH2:10][NH2:11])=[CH:7][NH:6]2.[OH-].[Na+].ClCCl, predict the reaction product. The product is: [F:2][C:3]1[CH:4]=[C:5]2[C:12](=[CH:13][CH:14]=1)[C:8]([CH2:9][CH2:10][NH2:11])=[CH:7][NH:6]2. (2) Given the reactants O=[C:2]1[C:11]2[N:12]=[CH:13][N:14]=[CH:15][C:10]=2[C:9]2[CH:8]=[CH:7][C:6]([C:16]([O:18][CH3:19])=[O:17])=[CH:5][C:4]=2[NH:3]1.CCN(C(C)C)C(C)C.O=P(Cl)(Cl)[Cl:31].O, predict the reaction product. The product is: [Cl:31][C:2]1[C:11]2[N:12]=[CH:13][N:14]=[CH:15][C:10]=2[C:9]2[CH:8]=[CH:7][C:6]([C:16]([O:18][CH3:19])=[O:17])=[CH:5][C:4]=2[N:3]=1.